This data is from CYP2C19 inhibition data for predicting drug metabolism from PubChem BioAssay. The task is: Regression/Classification. Given a drug SMILES string, predict its absorption, distribution, metabolism, or excretion properties. Task type varies by dataset: regression for continuous measurements (e.g., permeability, clearance, half-life) or binary classification for categorical outcomes (e.g., BBB penetration, CYP inhibition). Dataset: cyp2c19_veith. (1) The compound is CCS(=O)(=O)c1ccc2oc(Nc3cc(C)cc(C)c3)nc2c1. The result is 1 (inhibitor). (2) The compound is CCC(=O)Nc1cccc(C(=O)/C=C/c2ccccc2)c1. The result is 1 (inhibitor). (3) The molecule is O=C(NC1CCCc2ccccc21)C1CCN(S(=O)(=O)N2CCCCCC2)CC1. The result is 1 (inhibitor). (4) The molecule is Cc1ccc(C(=O)NCCNc2ccc(Cl)cc2[N+](=O)[O-])o1. The result is 1 (inhibitor).